From a dataset of Catalyst prediction with 721,799 reactions and 888 catalyst types from USPTO. Predict which catalyst facilitates the given reaction. (1) Reactant: C([O:8][C:9]1[C:31]([O:32][CH3:33])=[CH:30][C:12]2[C:13]3[N:18]([CH:19]([CH:21]([CH3:23])[CH3:22])[CH2:20][C:11]=2[CH:10]=1)[CH:17]=[C:16]([C:24]([O:26][CH2:27][CH3:28])=[O:25])[C:15](=[O:29])[CH:14]=3)C1C=CC=CC=1. Product: [OH:8][C:9]1[C:31]([O:32][CH3:33])=[CH:30][C:12]2[C:13]3[N:18]([CH:19]([CH:21]([CH3:23])[CH3:22])[CH2:20][C:11]=2[CH:10]=1)[CH:17]=[C:16]([C:24]([O:26][CH2:27][CH3:28])=[O:25])[C:15](=[O:29])[CH:14]=3. The catalyst class is: 63. (2) Reactant: [C:1]([O:5][C:6]([NH:8][C@:9]12[CH2:45][CH2:44][C@@H:43]([C:46]3([CH3:49])[CH2:48][O:47]3)[C@@H:10]1[C@@H:11]1[C@@:24]([CH3:27])([CH2:25][CH2:26]2)[C@@:23]2([CH3:28])[C@@H:14]([C@:15]3([CH3:42])[C@@H:20]([CH2:21][CH2:22]2)[C:19]([CH3:30])([CH3:29])[C:18]([C:31]2[CH:40]=[CH:39][C:34]([C:35]([O:37][CH3:38])=[O:36])=[C:33]([F:41])[CH:32]=2)=[CH:17][CH2:16]3)[CH2:13][CH2:12]1)=[O:7])([CH3:4])([CH3:3])[CH3:2].Cl. Product: [C:1]([O:5][C:6]([NH:8][C@:9]12[CH2:45][CH2:44][C@@H:43]([C:46]([CH2:48][OH:47])=[CH2:49])[C@@H:10]1[C@@H:11]1[C@@:24]([CH3:27])([CH2:25][CH2:26]2)[C@@:23]2([CH3:28])[C@@H:14]([C@:15]3([CH3:42])[C@@H:20]([CH2:21][CH2:22]2)[C:19]([CH3:30])([CH3:29])[C:18]([C:31]2[CH:40]=[CH:39][C:34]([C:35]([O:37][CH3:38])=[O:36])=[C:33]([F:41])[CH:32]=2)=[CH:17][CH2:16]3)[CH2:13][CH2:12]1)=[O:7])([CH3:2])([CH3:3])[CH3:4]. The catalyst class is: 1. (3) Reactant: Cl.[NH2:2][CH:3]([C:16]1[CH:21]=[CH:20][C:19]([Br:22])=[CH:18][CH:17]=1)[C:4]([C@@H:6]1[CH2:11][CH2:10][CH2:9][CH2:8][C@H:7]1[C:12]([O:14][CH3:15])=[O:13])=[O:5].[F:23][C:24]1[CH:25]=[C:26]([CH:30]=[CH:31][C:32]=1[F:33])[C:27](Cl)=[O:28].CCN(C(C)C)C(C)C. Product: [Br:22][C:19]1[CH:18]=[CH:17][C:16]([CH:3]([NH:2][C:27](=[O:28])[C:26]2[CH:30]=[CH:31][C:32]([F:33])=[C:24]([F:23])[CH:25]=2)[C:4]([C@@H:6]2[CH2:11][CH2:10][CH2:9][CH2:8][C@H:7]2[C:12]([O:14][CH3:15])=[O:13])=[O:5])=[CH:21][CH:20]=1. The catalyst class is: 4.